This data is from CYP3A4 inhibition data for predicting drug metabolism from PubChem BioAssay. The task is: Regression/Classification. Given a drug SMILES string, predict its absorption, distribution, metabolism, or excretion properties. Task type varies by dataset: regression for continuous measurements (e.g., permeability, clearance, half-life) or binary classification for categorical outcomes (e.g., BBB penetration, CYP inhibition). Dataset: cyp3a4_veith. (1) The drug is C[C@@H](CC(=O)O)[C@@H](N)C(=O)O. The result is 0 (non-inhibitor). (2) The drug is CCOC(=O)C(=CNc1ncccc1C)C(=O)OCC. The result is 1 (inhibitor). (3) The molecule is Cn1c(=O)[nH]c(=O)c2c1nc(CN1CCOCC1)n2CCCO. The result is 0 (non-inhibitor). (4) The drug is COC(=O)[C@@]1(Cc2ccc(OC)cc2)[C@H]2c3cc(C(=O)N(C)C)n(Cc4ccccn4)c3C[C@H]2CN1C(=O)c1ccccc1. The result is 1 (inhibitor).